Task: Predict which catalyst facilitates the given reaction.. Dataset: Catalyst prediction with 721,799 reactions and 888 catalyst types from USPTO (1) Reactant: [OH-].[Na+].Cl.[Cl:4][C:5]1[CH:33]=[CH:32][C:8]([O:9][C:10]2[CH:11]=[CH:12][C:13]3[N:17]=[C:16]([CH2:18][O:19][C:20]4[CH:21]=[C:22]([CH:27]=[CH:28][CH:29]=4)[C:23]([O:25]C)=[O:24])[N:15]([CH3:30])[C:14]=3[CH:31]=2)=[CH:7][C:6]=1[F:34].Cl. Product: [ClH:4].[Cl:4][C:5]1[CH:33]=[CH:32][C:8]([O:9][C:10]2[CH:11]=[CH:12][C:13]3[N:17]=[C:16]([CH2:18][O:19][C:20]4[CH:21]=[C:22]([CH:27]=[CH:28][CH:29]=4)[C:23]([OH:25])=[O:24])[N:15]([CH3:30])[C:14]=3[CH:31]=2)=[CH:7][C:6]=1[F:34]. The catalyst class is: 12. (2) Reactant: [F:1][C:2]1[C:3]([CH2:8][OH:9])=[N:4][CH:5]=[CH:6][CH:7]=1.C(N(CC)CC)C.[CH3:17][S:18](Cl)(=[O:20])=[O:19]. Product: [CH3:17][S:18]([O:9][CH2:8][C:3]1[C:2]([F:1])=[CH:7][CH:6]=[CH:5][N:4]=1)(=[O:20])=[O:19]. The catalyst class is: 1. (3) Reactant: [Cu][C:2]#[N:3].Br[C:5]1[CH:6]=[C:7]([CH:12]=[CH:13][C:14]=1[CH3:15])[C:8]([O:10][CH3:11])=[O:9]. Product: [C:2]([C:5]1[CH:6]=[C:7]([CH:12]=[CH:13][C:14]=1[CH3:15])[C:8]([O:10][CH3:11])=[O:9])#[N:3]. The catalyst class is: 31. (4) Reactant: [CH3:1][O:2][C:3]1[CH:8]=[CH:7][C:6]([C:9]2[C:14]([C:15]3[CH:20]=[CH:19][C:18]([O:21][CH3:22])=[CH:17][CH:16]=3)=[N:13][NH:12][C:11](=S)[N:10]=2)=[CH:5][CH:4]=1.[OH-:24].[Na+].OO. Product: [CH3:1][O:2][C:3]1[CH:8]=[CH:7][C:6]([C:9]2[C:14]([C:15]3[CH:20]=[CH:19][C:18]([O:21][CH3:22])=[CH:17][CH:16]=3)=[N:13][NH:12][C:11](=[O:24])[N:10]=2)=[CH:5][CH:4]=1. The catalyst class is: 6. (5) The catalyst class is: 23. Product: [F:39][C:30]([F:29])([F:38])[C:31]1[CH:32]=[C:33]([S:37][C@@H:6]2[CH2:7][CH2:8][C@H:9]([NH:12][C:13](=[O:14])[O:15][C:16]([CH3:17])([CH3:18])[CH3:19])[CH2:10][CH2:11]2)[CH:34]=[CH:35][CH:36]=1. Reactant: CS(O[C@H:6]1[CH2:11][CH2:10][C@H:9]([NH:12][C:13]([O:15][C:16]([CH3:19])([CH3:18])[CH3:17])=[O:14])[CH2:8][CH2:7]1)(=O)=O.CCN(C(C)C)C(C)C.[F:29][C:30]([F:39])([F:38])[C:31]1[CH:32]=[C:33]([SH:37])[CH:34]=[CH:35][CH:36]=1.